From a dataset of Forward reaction prediction with 1.9M reactions from USPTO patents (1976-2016). Predict the product of the given reaction. (1) Given the reactants [NH2:1][C:2]1[CH:7]=[CH:6][C:5]([C:8]2[N:12]([CH3:13])[C:11]([C:14]#[N:15])=[CH:10][CH:9]=2)=[C:4]([C:16]([F:19])([F:18])[F:17])[CH:3]=1.[CH:20]([S:23](Cl)(=[O:25])=[O:24])([CH3:22])[CH3:21].N1C=CC=CC=1, predict the reaction product. The product is: [C:14]([C:11]1[N:12]([CH3:13])[C:8]([C:5]2[CH:6]=[CH:7][C:2]([NH:1][S:23]([CH:20]([CH3:22])[CH3:21])(=[O:25])=[O:24])=[CH:3][C:4]=2[C:16]([F:19])([F:17])[F:18])=[CH:9][CH:10]=1)#[N:15]. (2) Given the reactants [F:1][C:2]1[CH:7]=[CH:6][C:5]([C:8]2[CH:16]=[C:11]3[N:12]=[CH:13][CH:14]=[CH:15][N:10]3[N:9]=2)=[CH:4][CH:3]=1.[Br:17]N1C(=O)CCC1=O.O, predict the reaction product. The product is: [Br:17][C:16]1[C:8]([C:5]2[CH:6]=[CH:7][C:2]([F:1])=[CH:3][CH:4]=2)=[N:9][N:10]2[CH:15]=[CH:14][CH:13]=[N:12][C:11]=12. (3) The product is: [OH-:16].[CH2:2]([N+:6]1([CH3:15])[CH:14]2[CH:9]([CH2:10][CH2:11][CH2:12][CH2:13]2)[CH2:8][CH2:7]1)[CH2:3][CH2:4][CH3:5]. Given the reactants [I-].[CH2:2]([N+:6]1([CH3:15])[CH:14]2[CH:9]([CH2:10][CH2:11][CH2:12][CH2:13]2)[CH2:8][CH2:7]1)[CH2:3][CH2:4][CH3:5].[OH2:16], predict the reaction product. (4) Given the reactants O1CCCCC1[N:7]1[C:15]2[C:10](=[CH:11][C:12]([C:16]3[N:20]=[CH:19][N:18](C(C4C=CC=CC=4)(C4C=CC=CC=4)C4C=CC=CC=4)[N:17]=3)=[CH:13][CH:14]=2)[C:9]([C:40]2[CH:41]=[C:42]([CH:47]=[CH:48][CH:49]=2)[C:43](OC)=[O:44])=[N:8]1.[OH-].[Li+].ON1C2C=CC=CC=2N=N1.Cl.C(N=C=NCCCN(C)C)C.[CH3:74][O:75][CH2:76][CH2:77][NH2:78], predict the reaction product. The product is: [NH:18]1[CH:19]=[N:20][C:16]([C:12]2[CH:11]=[C:10]3[C:15](=[CH:14][CH:13]=2)[NH:7][N:8]=[C:9]3[C:40]2[CH:41]=[C:42]([C:43]([NH:78][CH2:77][CH2:76][O:75][CH3:74])=[O:44])[CH:47]=[CH:48][CH:49]=2)=[N:17]1. (5) Given the reactants C([O:4][C:5]1[CH:10]=[CH:9][C:8]([O:11][C:12]2[N:13]=[N:14][C:15]([Cl:19])=[CH:16][C:17]=2Cl)=[C:7]([CH3:20])[CH:6]=1)(=O)C.[OH-].[Na+].CS(C)=[O:25].Cl, predict the reaction product. The product is: [Cl:19][C:15]1[N:14]=[N:13][C:12]([O:11][C:8]2[CH:9]=[CH:10][C:5]([OH:4])=[CH:6][C:7]=2[CH3:20])=[C:17]([OH:25])[CH:16]=1. (6) Given the reactants CO[C:3](OC)([N:5]([CH3:7])[CH3:6])[CH3:4].[C:10](#[N:14])[CH2:11][C:12]#[N:13], predict the reaction product. The product is: [CH3:6][N:5]([CH3:7])[C:3](=[C:11]([C:10]#[N:14])[C:12]#[N:13])[CH3:4]. (7) Given the reactants [NH2:1][C:2]1[N:7]=[C:6](Cl)[N:5]=[C:4]([NH:9][C:10]2[CH:15]=[CH:14][C:13]([C:16]([N:18]3[CH2:23][CH2:22][O:21][CH2:20][CH2:19]3)=[O:17])=[CH:12][CH:11]=2)[N:3]=1.[C:24]([C:28]1[CH:60]=[CH:59][C:31]([C:32]([NH:34][C:35]2[CH:40]=[CH:39][CH:38]=[C:37](B3OC(C)(C)C(C)(C)O3)[C:36]=2[CH2:50][O:51][Si:52]([C:55]([CH3:58])([CH3:57])[CH3:56])([CH3:54])[CH3:53])=[O:33])=[CH:30][CH:29]=1)([CH3:27])([CH3:26])[CH3:25].C(=O)([O-])[O-].[K+].[K+], predict the reaction product. The product is: [NH2:1][C:2]1[N:3]=[C:4]([NH:9][C:10]2[CH:15]=[CH:14][C:13]([C:16]([N:18]3[CH2:23][CH2:22][O:21][CH2:20][CH2:19]3)=[O:17])=[CH:12][CH:11]=2)[N:5]=[C:6]([C:37]2[C:36]([CH2:50][O:51][Si:52]([C:55]([CH3:58])([CH3:57])[CH3:56])([CH3:54])[CH3:53])=[C:35]([NH:34][C:32](=[O:33])[C:31]3[CH:59]=[CH:60][C:28]([C:24]([CH3:26])([CH3:27])[CH3:25])=[CH:29][CH:30]=3)[CH:40]=[CH:39][CH:38]=2)[N:7]=1. (8) Given the reactants [CH2:1]([O:3][C:4]([C:6]1[CH:7]=[N:8][C:9]2[CH2:10][CH2:11][CH2:12][CH2:13][C:14]=2[C:15]=1O)=[O:5])[CH3:2].C([O-])([O-])=O.[Na+].[Na+].[OH-].[Na+].O=P(Cl)(Cl)[Cl:27], predict the reaction product. The product is: [CH2:1]([O:3][C:4]([C:6]1[CH:7]=[N:8][C:9]2[CH2:10][CH2:11][CH2:12][CH2:13][C:14]=2[C:15]=1[Cl:27])=[O:5])[CH3:2].